From a dataset of Catalyst prediction with 721,799 reactions and 888 catalyst types from USPTO. Predict which catalyst facilitates the given reaction. (1) The catalyst class is: 20. Product: [F:1][C:2]1[CH:7]=[CH:6][CH:5]=[C:4]([F:8])[C:3]=1[N:9]1[C:17]2[CH:16]=[CH:15][N:14]=[C:13]([O:18][CH3:19])[C:12]=2[C:11]([C:20]2[CH:21]=[CH:22][C:23]([N:26]3[CH2:27][CH2:28][N:29]([C:33](=[O:32])[CH2:34][OH:35])[CH2:30][CH2:31]3)=[CH:24][CH:25]=2)=[N:10]1. Reactant: [F:1][C:2]1[CH:7]=[CH:6][CH:5]=[C:4]([F:8])[C:3]=1[N:9]1[C:17]2[CH:16]=[CH:15][N:14]=[C:13]([O:18][CH3:19])[C:12]=2[C:11]([C:20]2[CH:25]=[CH:24][C:23]([N:26]3[CH2:31][CH2:30][NH:29][CH2:28][CH2:27]3)=[CH:22][CH:21]=2)=[N:10]1.[OH:32][CH2:33][C:34](O)=[O:35].C(N(CC)CC)C.F[P-](F)(F)(F)(F)F.N1(OC(N(C)C)=[N+](C)C)C2N=CC=CC=2N=N1. (2) Reactant: [C:1]([C:5]1[CH:10]=[CH:9][C:8]([N+:11]([O-])=O)=[CH:7][C:6]=1[OH:14])([CH3:4])([CH3:3])[CH3:2].Br[CH2:16][CH2:17][OH:18]. Product: [C:1]([C:5]1[CH:10]=[CH:9][C:8]([NH2:11])=[CH:7][C:6]=1[O:14][CH2:16][CH2:17][OH:18])([CH3:4])([CH3:3])[CH3:2]. The catalyst class is: 23. (3) The catalyst class is: 156. Product: [CH2:1]([O:3][C:4]([C:6]1[CH:7]=[C:8]2[C:13](=[CH:14][CH:15]=1)[NH:12][CH:11]([C:16]1[CH:21]=[CH:20][CH:19]=[C:18]([NH:28][CH:25]([CH3:27])[CH3:26])[CH:17]=1)[C:10]([CH3:24])([CH3:23])[CH2:9]2)=[O:5])[CH3:2]. Reactant: [CH2:1]([O:3][C:4]([C:6]1[CH:7]=[C:8]2[C:13](=[CH:14][CH:15]=1)[NH:12][CH:11]([C:16]1[CH:21]=[CH:20][CH:19]=[C:18](Br)[CH:17]=1)[C:10]([CH3:24])([CH3:23])[CH2:9]2)=[O:5])[CH3:2].[CH:25]([NH2:28])([CH3:27])[CH3:26].Cl.CN(C)CC(O)=O.C(=O)([O-])[O-].[K+].[K+]. (4) Reactant: [CH3:1][C:2]1[CH:3]=[C:4]([C:9]2[O:13][N:12]=[CH:11][C:10]=2[C:14]([OH:16])=O)[CH:5]=[CH:6][C:7]=1[CH3:8].CN(C(ON1N=NC2C=CC=CC1=2)=[N+](C)C)C.[B-](F)(F)(F)F.Cl.[NH:40]1[CH2:45][CH2:44][CH2:43][C@H:42]([C:46]([OH:49])([CH3:48])[CH3:47])[CH2:41]1.C(N(CC)CC)C. Product: [CH3:1][C:2]1[CH:3]=[C:4]([C:9]2[O:13][N:12]=[CH:11][C:10]=2[C:14]([N:40]2[CH2:45][CH2:44][CH2:43][C@H:42]([C:46]([OH:49])([CH3:48])[CH3:47])[CH2:41]2)=[O:16])[CH:5]=[CH:6][C:7]=1[CH3:8]. The catalyst class is: 2. (5) Reactant: [F:1][C:2]([F:34])([F:33])[C:3]1[CH:4]=[C:5]([C@H:13]2[O:18][C:17](=[O:19])[N:16]([CH2:20][C:21]3[CH:26]=[C:25]([C:27]([F:30])([F:29])[F:28])[CH:24]=[CH:23][C:22]=3I)[C@@H:15]([CH3:32])[CH2:14]2)[CH:6]=[C:7]([C:9]([F:12])([F:11])[F:10])[CH:8]=1.[CH3:35][O:36][C:37]1[CH:42]=[CH:41][C:40]([C:43]2([CH2:46][OH:47])[CH2:45][CH2:44]2)=[CH:39][C:38]=1B1OC(C)(C)C(C)(C)O1.C([O-])([O-])=O.[K+].[K+]. Product: [F:1][C:2]([F:34])([F:33])[C:3]1[CH:4]=[C:5]([C@H:13]2[O:18][C:17](=[O:19])[N:16]([CH2:20][C:21]3[CH:26]=[C:25]([C:27]([F:30])([F:29])[F:28])[CH:24]=[CH:23][C:22]=3[C:38]3[CH:39]=[C:40]([C:43]4([CH2:46][OH:47])[CH2:44][CH2:45]4)[CH:41]=[CH:42][C:37]=3[O:36][CH3:35])[C@@H:15]([CH3:32])[CH2:14]2)[CH:6]=[C:7]([C:9]([F:12])([F:11])[F:10])[CH:8]=1. The catalyst class is: 1. (6) Reactant: [Br:1][C:2]1[CH:7]=[CH:6][C:5]([C:8]2[CH:13]=[CH:12][CH:11]=[CH:10][CH:9]=2)=[CH:4][CH:3]=1.[I:14](O)(=O)(=O)=O.S(=O)(=O)(O)O.II. Product: [Br:1][C:2]1[CH:3]=[CH:4][C:5]([C:8]2[CH:13]=[CH:12][C:11]([I:14])=[CH:10][CH:9]=2)=[CH:6][CH:7]=1. The catalyst class is: 211.